This data is from Full USPTO retrosynthesis dataset with 1.9M reactions from patents (1976-2016). The task is: Predict the reactants needed to synthesize the given product. (1) Given the product [NH2:18][C:12]1[CH:13]=[CH:14][CH:15]=[CH:16][C:11]=1[C:9]([NH:8][C:5]1[CH:4]=[CH:3][CH:2]=[CH:7][N:6]=1)=[O:10].[Cl-:1], predict the reactants needed to synthesize it. The reactants are: [Cl:1][C:2]1[CH:3]=[CH:4][C:5]([NH:8][C:9]([C:11]2[CH:16]=[C:15](C)[CH:14]=[CH:13][C:12]=2[N+:18]([O-])=O)=[O:10])=[N:6][CH:7]=1.[H][H]. (2) Given the product [ClH:31].[CH2:1]([O:3][C:4]1[C:5]([C:11]([N:13]2[CH2:18][CH2:17][CH2:16][CH2:15][C@H:14]2[CH2:19][C:20]2[N:21]=[C:22]3[C:27]([CH3:28])=[C:26]([CH3:29])[CH:25]=[CH:24][N:23]3[CH:30]=2)=[O:12])=[N:6][C:7]([CH3:10])=[CH:8][CH:9]=1)[CH3:2], predict the reactants needed to synthesize it. The reactants are: [CH2:1]([O:3][C:4]1[C:5]([C:11]([N:13]2[CH2:18][CH2:17][CH2:16][CH2:15][C@H:14]2[CH2:19][C:20]2[N:21]=[C:22]3[C:27]([CH3:28])=[C:26]([CH3:29])[CH:25]=[CH:24][N:23]3[CH:30]=2)=[O:12])=[N:6][C:7]([CH3:10])=[CH:8][CH:9]=1)[CH3:2].[ClH:31]. (3) Given the product [C:1]1([NH:8][C:9]2[CH:14]=[CH:13][C:12]([CH3:15])=[CH:11][CH:10]=2)[CH:6]=[CH:5][CH:4]=[CH:3][CH:2]=1, predict the reactants needed to synthesize it. The reactants are: [C:1]1(Cl)[CH:6]=[CH:5][CH:4]=[CH:3][CH:2]=1.[NH2:8][C:9]1[CH:14]=[CH:13][C:12]([CH3:15])=[CH:11][CH:10]=1.CC([O-])(C)C.[Na+]. (4) Given the product [CH:15]1([CH2:21][CH2:22][C:23]([N:6]2[CH:7]([C:28]3[C:29]4[C:34](=[CH:33][CH:32]=[CH:31][CH:30]=4)[NH:26][CH:27]=3)[C:8]3[C:13](=[CH:12][CH:11]=[CH:10][CH:9]=3)[C:14]3[CH:1]=[CH:2][CH:3]=[CH:4][C:5]2=3)=[O:24])[CH2:20][CH2:19][CH2:18][CH2:17][CH2:16]1, predict the reactants needed to synthesize it. The reactants are: [CH:1]1[C:14]2[C:5](=[N:6][CH:7]=[C:8]3[C:13]=2[CH:12]=[CH:11][CH:10]=[CH:9]3)[CH:4]=[CH:3][CH:2]=1.[CH:15]1([CH2:21][CH2:22][C:23](Cl)=[O:24])[CH2:20][CH2:19][CH2:18][CH2:17][CH2:16]1.[NH:26]1[C:34]2[C:29](=[CH:30][CH:31]=[CH:32][CH:33]=2)[CH:28]=[CH:27]1. (5) Given the product [C:1]([C:3]1[CH:8]=[CH:7][C:6]([NH:9][C:10](=[O:38])[CH2:11][C:12]2[CH:17]=[CH:16][C:15]([C:18]3[C:23]([O:24][CH2:25][CH3:26])=[CH:22][C:21](=[O:27])[NH:20][CH:19]=3)=[CH:14][C:13]=2[F:37])=[CH:5][C:4]=1[C:39]([F:41])([F:42])[F:40])#[N:2], predict the reactants needed to synthesize it. The reactants are: [C:1]([C:3]1[CH:8]=[CH:7][C:6]([NH:9][C:10](=[O:38])[CH2:11][C:12]2[CH:17]=[CH:16][C:15]([C:18]3[CH:19]=[N:20][C:21]([O:27]CC4C=CC(OC)=CC=4)=[CH:22][C:23]=3[O:24][CH2:25][CH3:26])=[CH:14][C:13]=2[F:37])=[CH:5][C:4]=1[C:39]([F:42])([F:41])[F:40])#[N:2].C(O)(C(F)(F)F)=O.[NH4+].[OH-]. (6) Given the product [Cl:1][C:2]1[CH:3]=[C:4]2[C:13](=[C:14]3[C:19]=1[CH:18]=[CH:17][CH:16]=[N:15]3)[NH:12][S:11](=[O:21])(=[O:20])[C:10]1[C:5]2=[CH:6][C:7]([NH:31][CH2:30][CH2:29][N:23]2[CH2:28][CH2:27][O:26][CH2:25][CH2:24]2)=[CH:8][CH:9]=1, predict the reactants needed to synthesize it. The reactants are: [Cl:1][C:2]1[CH:3]=[C:4]2[C:13](=[C:14]3[C:19]=1[CH:18]=[CH:17][CH:16]=[N:15]3)[NH:12][S:11](=[O:21])(=[O:20])[C:10]1[C:5]2=[CH:6][C:7](F)=[CH:8][CH:9]=1.[N:23]1([CH2:29][CH2:30][NH2:31])[CH2:28][CH2:27][O:26][CH2:25][CH2:24]1. (7) Given the product [F:8][C:7]1[C:2]([NH:16][NH2:17])=[N:3][CH:4]=[C:5]([C:9]2[CH:10]=[N:11][N:12]([CH3:14])[CH:13]=2)[CH:6]=1, predict the reactants needed to synthesize it. The reactants are: F[C:2]1[C:7]([F:8])=[CH:6][C:5]([C:9]2[CH:10]=[N:11][N:12]([CH3:14])[CH:13]=2)=[CH:4][N:3]=1.O.[NH2:16][NH2:17]. (8) The reactants are: [CH2:1]([N:4]1[CH2:9][CH2:8][N:7]([Si:10]([CH3:13])([CH3:12])[CH3:11])[CH2:6][CH2:5]1)[CH:2]=[CH2:3].[CH2:14]([O:16][SiH:17]([O:21][CH2:22][CH3:23])[O:18][CH2:19][CH3:20])[CH3:15]. Given the product [CH2:14]([O:16][Si:17]([O:21][CH2:22][CH3:23])([O:18][CH2:19][CH3:20])[CH2:3][CH2:2][CH2:1][N:4]1[CH2:9][CH2:8][N:7]([Si:10]([CH3:11])([CH3:13])[CH3:12])[CH2:6][CH2:5]1)[CH3:15], predict the reactants needed to synthesize it. (9) The reactants are: [O:1]1[C:5]2[CH:6]=[CH:7][CH:8]=[CH:9][C:4]=2[CH:3]=[C:2]1[C:10]1[C:18]2[C:13](=[CH:14][CH:15]=[C:16]([C:19]#[N:20])[CH:17]=2)[N:12](C2CCCCO2)[N:11]=1.[NH2:27][NH:28][C:29](=O)[CH2:30][N:31]([CH3:33])[CH3:32].C[O-].[Na+]. Given the product [O:1]1[C:5]2[CH:6]=[CH:7][CH:8]=[CH:9][C:4]=2[CH:3]=[C:2]1[C:10]1[C:18]2[C:13](=[CH:14][CH:15]=[C:16]([C:19]3[NH:27][N:28]=[C:29]([CH2:30][N:31]([CH3:33])[CH3:32])[N:20]=3)[CH:17]=2)[NH:12][N:11]=1, predict the reactants needed to synthesize it. (10) Given the product [CH:18]1([CH2:17][CH:16]([C:24]2[CH:25]=[CH:26][C:27]([C:30]3[CH:35]=[CH:34][C:33]([C:36]([F:38])([F:37])[F:39])=[CH:32][CH:31]=3)=[CH:28][CH:29]=2)[O:15][C:12]2[CH:13]=[CH:14][C:9]([C:8]([NH:7][CH2:6][CH:5]([OH:45])[C:4]([OH:3])=[O:43])=[O:41])=[CH:10][CH:11]=2)[CH2:23][CH2:22][CH2:21][CH2:20][CH2:19]1, predict the reactants needed to synthesize it. The reactants are: C([O:3][C:4](=[O:43])[CH:5](C)[CH2:6][NH:7][C:8](=[O:41])[C:9]1[CH:14]=[CH:13][C:12]([O:15][CH:16]([C:24]2[CH:29]=[CH:28][C:27]([C:30]3[CH:35]=[CH:34][C:33]([C:36]([F:39])([F:38])[F:37])=[CH:32][CH:31]=3)=[CH:26][CH:25]=2)[CH2:17][CH:18]2[CH2:23][CH2:22][CH2:21][CH2:20][CH2:19]2)=[C:11](C)[CH:10]=1)C.[Li+].[OH-:45].Cl.